Dataset: Reaction yield outcomes from USPTO patents with 853,638 reactions. Task: Predict the reaction yield, written as a fraction of the theoretical maximum amount of product (1.0 means a 100% yield; for example, 0.34 means a 34% yield). (1) The reactants are Br[C:2]1[CH:11]=[CH:10][C:9]2[C:4](=[CH:5][CH:6]=[CH:7][CH:8]=2)[CH:3]=1.[C:12]([C:14]1[CH2:19][CH2:18][CH2:17][CH2:16][CH:15]=1)#[CH:13]. No catalyst specified. The product is [C:14]1([C:12]#[C:13][C:2]2[CH:11]=[CH:10][C:9]3[C:4](=[CH:5][CH:6]=[CH:7][CH:8]=3)[CH:3]=2)[CH2:19][CH2:18][CH2:17][CH2:16][CH:15]=1. The yield is 0.990. (2) The reactants are [OH:1][CH2:2][CH2:3][C:4]1[CH:9]=[CH:8][C:7]([NH:10][C:11]2[N:16]=[C:15]([CH3:17])[N:14]=[C:13]([CH:18](C(OCC)=O)C(OCC)=O)[C:12]=2[N+:29]([O-:31])=[O:30])=[CH:6][CH:5]=1. The catalyst is Cl. The product is [CH3:17][C:15]1[N:16]=[C:11]([NH:10][C:7]2[CH:6]=[CH:5][C:4]([CH2:3][CH2:2][OH:1])=[CH:9][CH:8]=2)[C:12]([N+:29]([O-:31])=[O:30])=[C:13]([CH3:18])[N:14]=1. The yield is 0.710.